Dataset: Full USPTO retrosynthesis dataset with 1.9M reactions from patents (1976-2016). Task: Predict the reactants needed to synthesize the given product. (1) The reactants are: [F:1][C:2]1[C:3]([CH2:25][N:26](C)[C:27](=O)OC(C)(C)C)=[CH:4][N:5]([S:14]([C:17]2[CH:22]=[CH:21][CH:20]=[C:19]([CH2:23][OH:24])[CH:18]=2)(=[O:16])=[O:15])[C:6]=1[C:7]1[C:8]([F:13])=[N:9][CH:10]=[CH:11][CH:12]=1.[C:35]([O:38]CC)(=[O:37])[CH3:36].Cl.[C:42]([O:45]CC)(=[O:44])[CH3:43]. Given the product [C:42]([OH:45])(=[O:44])/[CH:43]=[CH:36]/[C:35]([OH:38])=[O:37].[C:35]([O:24][CH2:23][C:19]1[CH:20]=[CH:21][CH:22]=[C:17]([S:14]([N:5]2[CH:4]=[C:3]([CH2:25][NH:26][CH3:27])[C:2]([F:1])=[C:6]2[C:7]2[C:8]([F:13])=[N:9][CH:10]=[CH:11][CH:12]=2)(=[O:16])=[O:15])[CH:18]=1)(=[O:37])[CH3:36], predict the reactants needed to synthesize it. (2) Given the product [NH2:23][C:20]1[CH:21]=[CH:22][C:10]2[N:9]([CH2:7][CH3:8])[C:15](=[O:16])[CH2:14][CH2:13][C:12]([CH3:17])([CH3:18])[C:11]=2[CH:19]=1, predict the reactants needed to synthesize it. The reactants are: C(O)C.O.NN.[CH2:7]([N:9]1[C:15](=[O:16])[CH2:14][CH2:13][C:12]([CH3:18])([CH3:17])[C:11]2[CH:19]=[C:20]([N+:23]([O-])=O)[CH:21]=[CH:22][C:10]1=2)[CH3:8]. (3) Given the product [CH3:11][N:12]([CH3:17])[CH2:13][CH2:14][N:15]([CH3:16])[C:2]1[CH:7]=[CH:6][C:5]([N+:8]([O-:10])=[O:9])=[CH:4][CH:3]=1, predict the reactants needed to synthesize it. The reactants are: F[C:2]1[CH:7]=[CH:6][C:5]([N+:8]([O-:10])=[O:9])=[CH:4][CH:3]=1.[CH3:11][N:12]([CH3:17])[CH2:13][CH2:14][NH:15][CH3:16]. (4) The reactants are: Cl[C:2]1[C:11]2[C:6](=[CH:7][C:8]([C:13]#[N:14])=[C:9]([F:12])[CH:10]=2)[CH:5]=[CH:4][N:3]=1.[Cl:15][C:16]1[C:17]([O:31][CH2:32][CH:33]([CH3:35])[CH3:34])=[N:18][CH:19]=[C:20](B2OC(C)(C)C(C)(C)O2)[CH:21]=1.C([O-])([O-])=O.[Cs+].[Cs+]. Given the product [Cl:15][C:16]1[CH:21]=[C:20]([C:2]2[C:11]3[C:6](=[CH:7][C:8]([C:13]#[N:14])=[C:9]([F:12])[CH:10]=3)[CH:5]=[CH:4][N:3]=2)[CH:19]=[N:18][C:17]=1[O:31][CH2:32][CH:33]([CH3:35])[CH3:34], predict the reactants needed to synthesize it. (5) The reactants are: [N:1]([C:4]1[CH:13]=[CH:12][CH:11]=[CH:10][C:5]=1[C:6]([O:8]C)=O)=[C:2]=[S:3].C[C:15]1[N:16]=[CH:17][N:18]([CH2:20][CH2:21][CH2:22][NH2:23])[CH:19]=1. Given the product [N:18]1([CH2:20][CH2:21][CH2:22][N:23]2[C:6](=[O:8])[C:5]3[C:4](=[CH:13][CH:12]=[CH:11][CH:10]=3)[NH:1][C:2]2=[S:3])[CH:19]=[CH:15][N:16]=[CH:17]1, predict the reactants needed to synthesize it. (6) Given the product [Cl:1][C:2]1[CH:7]=[CH:6][C:5]([C:8]2[C:12]3[CH2:13][N:14]([C:17](=[O:19])[CH3:18])[CH2:15][CH2:16][C:11]=3[N:10]([CH2:20][CH:21]([OH:22])[CH2:23][N:40]3[CH2:39][CH2:38][CH:37]([C:35]4[O:34][N:33]=[C:32]([C:29]5[CH:30]=[CH:31][C:26]([Cl:25])=[CH:27][CH:28]=5)[N:36]=4)[CH2:42][CH2:41]3)[N:9]=2)=[CH:4][C:3]=1[CH3:24], predict the reactants needed to synthesize it. The reactants are: [Cl:1][C:2]1[CH:7]=[CH:6][C:5]([C:8]2[C:12]3[CH2:13][N:14]([C:17](=[O:19])[CH3:18])[CH2:15][CH2:16][C:11]=3[N:10]([CH2:20][CH:21]3[CH2:23][O:22]3)[N:9]=2)=[CH:4][C:3]=1[CH3:24].[Cl:25][C:26]1[CH:31]=[CH:30][C:29]([C:32]2[N:36]=[C:35]([CH:37]3[CH2:42][CH2:41][NH:40][CH2:39][CH2:38]3)[O:34][N:33]=2)=[CH:28][CH:27]=1.C(S([O-])(=O)=O)(F)(F)F.C(S([O-])(=O)=O)(F)(F)F.C(S([O-])(=O)=O)(F)(F)F.[Yb+3].CO.C(Cl)Cl. (7) Given the product [CH2:15]([O:14][C:13]1[C:12](=[O:22])[N:11]=[C:10]([CH2:23][C:24]2([C:29]3[CH:34]=[CH:33][CH:32]=[CH:31][N:30]=3)[CH2:25][CH2:26][CH2:27][CH2:28]2)[N:9]2[CH2:36][CH2:35][N:5]([CH2:4][CH:1]3[CH2:3][CH2:2]3)[C:6](=[O:7])[C:8]=12)[C:16]1[CH:17]=[CH:18][CH:19]=[CH:20][CH:21]=1, predict the reactants needed to synthesize it. The reactants are: [CH:1]1([CH2:4][N:5]([CH2:35][CH2:36]O)[C:6]([C:8]2[C:13]([O:14][CH2:15][C:16]3[CH:21]=[CH:20][CH:19]=[CH:18][CH:17]=3)=[C:12]([OH:22])[N:11]=[C:10]([CH2:23][C:24]3([C:29]4[CH:34]=[CH:33][CH:32]=[CH:31][N:30]=4)[CH2:28][CH2:27][CH2:26][CH2:25]3)[N:9]=2)=[O:7])[CH2:3][CH2:2]1.N(C(OC(C)C)=O)=NC(OC(C)C)=O.C(OCC)(=O)C.O.